Dataset: Reaction yield outcomes from USPTO patents with 853,638 reactions. Task: Predict the reaction yield, written as a fraction of the theoretical maximum amount of product (1.0 means a 100% yield; for example, 0.34 means a 34% yield). (1) The reactants are [CH3:1][O:2][C:3](=[O:22])[CH2:4][CH:5]1[CH2:10][NH:9][C:8]2[CH:11]=[C:12]([C:15]([O:17]C(C)(C)C)=[O:16])[CH:13]=[CH:14][C:7]=2[O:6]1.[C:23]1(C)[CH:28]=[CH:27][CH:26]=[CH:25][CH:24]=1.C1(C)C=CC(S(O)(=O)=O)=CC=1. No catalyst specified. The product is [CH3:1][O:2][C:3](=[O:22])[CH2:4][CH:5]1[CH2:10][N:9]([C:23]2[CH:28]=[CH:27][CH:26]=[CH:25][CH:24]=2)[C:8]2[CH:11]=[C:12]([C:15]([OH:17])=[O:16])[CH:13]=[CH:14][C:7]=2[O:6]1. The yield is 0.520. (2) The reactants are F[C:2]1[CH:7]=[CH:6][C:5]([C:8]2[O:9][C:10]([C:13]3[C:14]([C:19]4[CH:24]=[CH:23][CH:22]=[CH:21][CH:20]=4)=[N:15][O:16][C:17]=3[CH3:18])=[N:11][N:12]=2)=[C:4]([O:25][CH3:26])[CH:3]=1.Cl.[CH3:28][NH:29][CH3:30].C(N(CC)C(C)C)(C)C. No catalyst specified. The product is [CH3:26][O:25][C:4]1[CH:3]=[C:2]([N:29]([CH3:30])[CH3:28])[CH:7]=[CH:6][C:5]=1[C:8]1[O:9][C:10]([C:13]2[C:14]([C:19]3[CH:24]=[CH:23][CH:22]=[CH:21][CH:20]=3)=[N:15][O:16][C:17]=2[CH3:18])=[N:11][N:12]=1. The yield is 0.0400. (3) The reactants are [N+:1]([C:4]1[CH:5]=[C:6]2[C:10](=[CH:11][CH:12]=1)[NH:9][CH2:8][CH2:7]2)([O-])=O.C([O-])=O.[NH4+].CN(C)C.[S:21](Cl)([CH3:24])(=[O:23])=[O:22]. The catalyst is CO.O1CCCC1.[Pd].O. The product is [NH:9]1[C:10]2[C:6](=[CH:5][C:4]([NH:1][S:21]([CH3:24])(=[O:23])=[O:22])=[CH:12][CH:11]=2)[CH2:7][CH2:8]1. The yield is 0.470. (4) The reactants are [CH2:1]([O:8][C:9]1[CH:14]=[C:13]([C:15]2[O:16][C:17]([CH3:20])=[CH:18][N:19]=2)[CH:12]=[C:11]([O:21]C)[C:10]=1[C:23]1[S:27][C:26]([N:28]([CH3:39])[CH:29]2[CH2:34][C:33]([CH3:36])([CH3:35])[NH:32][C:31]([CH3:38])([CH3:37])[CH2:30]2)=[N:25][N:24]=1)C1C=CC=CC=1.CCOC(C)=O. The catalyst is [Pd].CO. The product is [CH3:1][O:8][C:9]1[C:10]([C:23]2[S:27][C:26]([N:28]([CH3:39])[CH:29]3[CH2:34][C:33]([CH3:35])([CH3:36])[NH:32][C:31]([CH3:38])([CH3:37])[CH2:30]3)=[N:25][N:24]=2)=[C:11]([OH:21])[CH:12]=[C:13]([C:15]2[O:16][C:17]([CH3:20])=[CH:18][N:19]=2)[CH:14]=1. The yield is 0.390. (5) The reactants are [Cl:1][C:2]1[CH:7]=[CH:6][C:5](C(C)(C)C#N)=[CH:4][CH:3]=1.[CH2:13]([Mg]Cl)[CH3:14].[O:17]1CC[CH2:19][CH2:18]1.[Cl-].[NH4+].[CH:24]1C=CC=C[CH:25]=1. No catalyst specified. The product is [Cl:1][C:2]1[CH:3]=[CH:4][C:5]([C:13]([CH3:14])([CH2:24][CH3:25])[C:18](=[O:17])[CH3:19])=[CH:6][CH:7]=1. The yield is 0.200. (6) The reactants are Br[CH:2]1[CH2:6][CH:5]([O:7][CH3:8])[CH2:4][C:3]1=[O:9].Cl.[C:11]([C:14]1[C:15]([CH3:25])=[CH:16][C:17]([CH3:24])=[C:18]([CH:23]=1)[C:19]([O:21][CH3:22])=[O:20])(=[NH:13])[NH2:12].C(=O)([O-])[O-].[K+].[K+]. The catalyst is C(#N)C. The product is [OH:9][C:3]12[CH2:4][CH:5]([O:7][CH3:8])[CH2:6][CH:2]1[NH:13][C:11]([C:14]1[C:15]([CH3:25])=[CH:16][C:17]([CH3:24])=[C:18]([CH:23]=1)[C:19]([O:21][CH3:22])=[O:20])=[N:12]2. The yield is 0.270. (7) The reactants are Cl[C:2]1[C:11]2[C:6](=[CH:7][CH:8]=[CH:9][CH:10]=2)[N:5]=[CH:4][CH:3]=1.[CH3:12][O:13][C:14]1[CH:19]=[CH:18][C:17]([NH:20][CH3:21])=[CH:16][CH:15]=1. No catalyst specified. The product is [CH3:12][O:13][C:14]1[CH:19]=[CH:18][C:17]([N:20]([CH3:21])[C:2]2[C:11]3[C:6](=[CH:7][CH:8]=[CH:9][CH:10]=3)[N:5]=[CH:4][CH:3]=2)=[CH:16][CH:15]=1. The yield is 0.740.